Dataset: Reaction yield outcomes from USPTO patents with 853,638 reactions. Task: Predict the reaction yield, written as a fraction of the theoretical maximum amount of product (1.0 means a 100% yield; for example, 0.34 means a 34% yield). (1) The reactants are [Br:1][C:2]1[CH:14]=[C:13]2[C:5]([C:6]3[C:7](=[O:39])[C:8]4[CH:20]=[C:19]([O:21][CH2:22][C@@H:23]5[C@H:27]([C:28](C)(C)[O:29][SiH2]C(C)(C)C)[O:26]C(C)(C)[O:24]5)[CH:18]=[CH:17][C:9]=4[C:10]([CH3:16])([CH3:15])[C:11]=3[NH:12]2)=[CH:4][CH:3]=1.S(=O)(=O)(O)O.C(=O)([O-])O.[Na+]. The catalyst is C1COCC1.CO. The product is [Br:1][C:2]1[CH:14]=[C:13]2[C:5]([C:6]3[C:7](=[O:39])[C:8]4[CH:20]=[C:19]([O:21][CH2:22][C@@H:23]([OH:24])[C@H:27]([OH:26])[CH2:28][OH:29])[CH:18]=[CH:17][C:9]=4[C:10]([CH3:15])([CH3:16])[C:11]=3[NH:12]2)=[CH:4][CH:3]=1. The yield is 0.820. (2) The reactants are O[C@@H:2]([CH2:6][C:7]1[CH:12]=[CH:11][CH:10]=[CH:9][CH:8]=1)[C:3]([OH:5])=[O:4].S(Cl)([Cl:15])=O.CN(C)C=O.Cl. The catalyst is C1(C)C=CC=CC=1.O.O1CCOCC1. The product is [Cl:15][C@H:2]([CH2:6][C:7]1[CH:12]=[CH:11][CH:10]=[CH:9][CH:8]=1)[C:3]([OH:5])=[O:4]. The yield is 0.840. (3) The reactants are [OH:1][CH2:2][CH:3]1[O:8][CH2:7][CH2:6][N:5]([C:9]([O:11][C:12]([CH3:15])([CH3:14])[CH3:13])=[O:10])[CH2:4]1.O[N:17]1C(=O)C2C(=CC=CC=2)C1=O.C1(P(C2C=CC=CC=2)C2C=CC=CC=2)C=CC=CC=1.N(C(OC(C)C)=O)=NC(OC(C)C)=O.O.NN. The catalyst is C(Cl)Cl.O. The product is [NH2:17][O:1][CH2:2][CH:3]1[O:8][CH2:7][CH2:6][N:5]([C:9]([O:11][C:12]([CH3:15])([CH3:14])[CH3:13])=[O:10])[CH2:4]1. The yield is 0.560. (4) The reactants are [C:1]1(/[CH:7]=[CH:8]/[C:9]([O:11][CH3:12])=[O:10])[CH:6]=[CH:5][CH:4]=[CH:3][CH:2]=1.C(#N)C.[NH:16]1[CH:20]=[C:19]([C:21]2[C:22]3[CH:29]=[CH:28][N:27]([CH2:30][O:31][CH2:32][CH2:33][Si:34]([CH3:37])([CH3:36])[CH3:35])[C:23]=3[N:24]=[CH:25][N:26]=2)[CH:18]=[N:17]1.C1CCN2C(=NCCC2)CC1. No catalyst specified. The product is [C:1]1([CH:7]([N:16]2[CH:20]=[C:19]([C:21]3[C:22]4[CH:29]=[CH:28][N:27]([CH2:30][O:31][CH2:32][CH2:33][Si:34]([CH3:37])([CH3:36])[CH3:35])[C:23]=4[N:24]=[CH:25][N:26]=3)[CH:18]=[N:17]2)[CH2:8][C:9]([O:11][CH3:12])=[O:10])[CH:6]=[CH:5][CH:4]=[CH:3][CH:2]=1. The yield is 0.700. (5) The product is [Br:27][C:9]1[CH:8]=[C:7]([C:6]2[C:2]([CH3:1])=[N:3][O:4][C:5]=2[CH3:26])[C:16]2[O:15][CH2:14][C@H:13]([C:17]3[CH:22]=[CH:21][CH:20]=[CH:19][N:18]=3)[N:12]3[C:23](=[O:25])[NH:24][C:10]=1[C:11]=23. The catalyst is O1CCCC1.C(OCC)(=O)C. The reactants are [CH3:1][C:2]1[C:6]([C:7]2[C:16]3[O:15][CH2:14][C@H:13]([C:17]4[CH:22]=[CH:21][CH:20]=[CH:19][N:18]=4)[N:12]4[C:23](=[O:25])[NH:24][C:10]([C:11]=34)=[CH:9][CH:8]=2)=[C:5]([CH3:26])[O:4][N:3]=1.[Br:27]N1C(=O)CCC1=O. The yield is 0.980. (6) The reactants are I[C:2]1[CH:3]=[C:4]([O:21][C:22]([F:25])([F:24])[F:23])[CH:5]=[C:6]2[C:11]=1[O:10][CH:9]([C:12]([F:15])([F:14])[F:13])[C:8]([C:16]([O:18][CH2:19][CH3:20])=[O:17])=[CH:7]2.[N:26]1[CH:31]=[CH:30][C:29]([C:32]#[CH:33])=[CH:28][CH:27]=1. The catalyst is C1(C)C=CC=CC=1.[Cu]I. The product is [N:26]1[CH:31]=[CH:30][C:29]([C:32]#[C:33][C:2]2[CH:3]=[C:4]([O:21][C:22]([F:24])([F:23])[F:25])[CH:5]=[C:6]3[C:11]=2[O:10][CH:9]([C:12]([F:14])([F:15])[F:13])[C:8]([C:16]([O:18][CH2:19][CH3:20])=[O:17])=[CH:7]3)=[CH:28][CH:27]=1. The yield is 0.360. (7) The reactants are [C@H:1]1([OH:8])[CH2:6][CH2:5][C@@H:4]([OH:7])[CH2:3][CH2:2]1.[C:9]([Si:13]([CH3:16])([CH3:15])Cl)([CH3:12])([CH3:11])[CH3:10].N1C=CN=C1. The catalyst is CN(C)C=O. The product is [C:9]([Si:13]([CH3:16])([CH3:15])[O:7][C@@H:4]1[CH2:5][CH2:6][C@H:1]([OH:8])[CH2:2][CH2:3]1)([CH3:12])([CH3:11])[CH3:10]. The yield is 0.310.